This data is from NCI-60 drug combinations with 297,098 pairs across 59 cell lines. The task is: Regression. Given two drug SMILES strings and cell line genomic features, predict the synergy score measuring deviation from expected non-interaction effect. (1) Drug 1: CC1=C(C(=O)C2=C(C1=O)N3CC4C(C3(C2COC(=O)N)OC)N4)N. Drug 2: CC(C)CN1C=NC2=C1C3=CC=CC=C3N=C2N. Cell line: UO-31. Synergy scores: CSS=-0.455, Synergy_ZIP=-4.30, Synergy_Bliss=-2.98, Synergy_Loewe=-5.13, Synergy_HSA=-4.52. (2) Drug 1: CC1=C(C=C(C=C1)NC2=NC=CC(=N2)N(C)C3=CC4=NN(C(=C4C=C3)C)C)S(=O)(=O)N.Cl. Drug 2: CCN(CC)CCNC(=O)C1=C(NC(=C1C)C=C2C3=C(C=CC(=C3)F)NC2=O)C. Cell line: CCRF-CEM. Synergy scores: CSS=-0.667, Synergy_ZIP=1.14, Synergy_Bliss=0.162, Synergy_Loewe=-2.68, Synergy_HSA=-2.49. (3) Synergy scores: CSS=50.2, Synergy_ZIP=1.82, Synergy_Bliss=4.13, Synergy_Loewe=1.15, Synergy_HSA=2.26. Drug 2: C1=NC2=C(N=C(N=C2N1C3C(C(C(O3)CO)O)F)Cl)N. Drug 1: CCCCC(=O)OCC(=O)C1(CC(C2=C(C1)C(=C3C(=C2O)C(=O)C4=C(C3=O)C=CC=C4OC)O)OC5CC(C(C(O5)C)O)NC(=O)C(F)(F)F)O. Cell line: T-47D.